From a dataset of M1 muscarinic receptor antagonist screen with 61,756 compounds. Binary Classification. Given a drug SMILES string, predict its activity (active/inactive) in a high-throughput screening assay against a specified biological target. (1) The molecule is O1c2cc(CN(Cc3cc4c([nH]c3=O)ccc(OC)c4)C(=O)C)ccc2OC1. The result is 0 (inactive). (2) The result is 0 (inactive). The compound is S(=O)(=O)(N1CCOCC1)c1ccc(C(=O)NC23CC4CC(C2)CC(C3)C4)cc1. (3) The molecule is S1C(NC(=O)C(N2C(=O)c3c(C2=O)cccc3)C)=NCC1. The result is 0 (inactive). (4) The compound is O=C(N1CCCc2c1cccc2)Cn1c2c(c(=O)n(c1=O)Cc1cc3OCOc3cc1)cccc2. The result is 0 (inactive).